This data is from Catalyst prediction with 721,799 reactions and 888 catalyst types from USPTO. The task is: Predict which catalyst facilitates the given reaction. (1) Reactant: [Br:1]Br.[CH3:3][C:4]([CH3:11])([C:6](=[O:10])[CH2:7][CH2:8][CH3:9])[CH3:5].O. Product: [Br:1][CH:7]([CH2:8][CH3:9])[C:6](=[O:10])[C:4]([CH3:11])([CH3:5])[CH3:3]. The catalyst class is: 28. (2) The catalyst class is: 19. Product: [F:1][C:2]1[CH:7]=[CH:6][C:5]([C:8]2[O:9][C:10]3[CH:20]=[C:19]([N:21]([CH3:26])[S:22]([CH3:25])(=[O:24])=[O:23])[C:18]([CH:27]4[CH2:31][N:30]([C:32]([O:34][C:35]([CH3:37])([CH3:38])[CH3:36])=[O:33])[C@H:29]([C:39]([O:41][CH3:42])=[O:40])[CH2:28]4)=[CH:17][C:11]=3[C:12]=2[C:13](=[O:16])[NH:14][CH3:15])=[CH:4][CH:3]=1. Reactant: [F:1][C:2]1[CH:7]=[CH:6][C:5]([C:8]2[O:9][C:10]3[CH:20]=[C:19]([N:21]([CH3:26])[S:22]([CH3:25])(=[O:24])=[O:23])[C:18]([C:27]4[CH2:31][N:30]([C:32]([O:34][C:35]([CH3:38])([CH3:37])[CH3:36])=[O:33])[C@H:29]([C:39]([O:41][CH3:42])=[O:40])[CH:28]=4)=[CH:17][C:11]=3[C:12]=2[C:13](=[O:16])[NH:14][CH3:15])=[CH:4][CH:3]=1. (3) Reactant: [NH2:1][C:2]1[CH:7]=[CH:6][C:5]([N:8]2[CH2:13][CH2:12][N:11]([CH:14]([C:22]3[CH:27]=[CH:26][CH:25]=[CH:24][CH:23]=3)[C:15]([N:17]([CH2:20][CH3:21])[CH2:18][CH3:19])=[O:16])[CH2:10][CH2:9]2)=[C:4]([F:28])[CH:3]=1.C1CCC(N=C=NC2CCCCC2)CC1.[O:44]1[CH2:48][CH2:47][C@H:46]([C:49](O)=[O:50])[CH2:45]1. Product: [CH2:20]([N:17]([CH2:18][CH3:19])[C:15]([CH:14]([C:22]1[CH:23]=[CH:24][CH:25]=[CH:26][CH:27]=1)[N:11]1[CH2:12][CH2:13][N:8]([C:5]2[CH:6]=[CH:7][C:2]([NH:1][C:49]([C@H:46]3[CH2:47][CH2:48][O:44][CH2:45]3)=[O:50])=[CH:3][C:4]=2[F:28])[CH2:9][CH2:10]1)=[O:16])[CH3:21]. The catalyst class is: 26. (4) Reactant: [CH:1]1([N:7]2[CH2:12][CH2:11][CH:10]([NH:13][C@H:14]([C:16]3O[CH:18]=[CH:19][CH:20]=3)[CH3:15])[CH2:9][CH2:8]2)[CH2:6][CH2:5][CH2:4][CH2:3][CH2:2]1.[C:21]1(=[O:27])[O:26][C:24](=[O:25])[CH:23]=[CH:22]1. Product: [CH:1]1([N:7]2[CH2:8][CH2:9][CH:10]([N:13]3[C:24](=[O:25])[C:23]4[C:22]([C:21]([OH:26])=[O:27])=[CH:18][CH:19]=[CH:20][C:16]=4[C@@H:14]3[CH3:15])[CH2:11][CH2:12]2)[CH2:6][CH2:5][CH2:4][CH2:3][CH2:2]1. The catalyst class is: 11. (5) Reactant: [Li+].[OH-].C[O:4][C:5](=[O:23])[CH2:6][N:7]([C:9]([C:11]1[CH:16]=[CH:15][C:14]([C:17]2[CH:22]=[CH:21][CH:20]=[CH:19][CH:18]=2)=[CH:13][CH:12]=1)=[O:10])[CH3:8].O.Cl. Product: [C:14]1([C:17]2[CH:18]=[CH:19][CH:20]=[CH:21][CH:22]=2)[CH:15]=[CH:16][C:11]([C:9]([N:7]([CH2:6][C:5]([OH:23])=[O:4])[CH3:8])=[O:10])=[CH:12][CH:13]=1. The catalyst class is: 87. (6) The catalyst class is: 113. Product: [CH2:15]([C:14]1[O:20][C:21]2[CH:26]=[CH:25][C:24]([N+:27]([O-:29])=[O:28])=[CH:23][C:22]=2[C:30]=1[C:31](=[O:32])[C:33]1[CH:38]=[CH:37][C:36]([OH:39])=[CH:35][CH:34]=1)[CH2:16][CH2:17][CH3:18]. Reactant: C(N(CCCC)CCCC)CCC.[C:14]([O:20][C:21]1[CH:26]=[CH:25][C:24]([N+:27]([O-:29])=[O:28])=[CH:23][C:22]=1[CH2:30][C:31]([C:33]1[CH:38]=[CH:37][C:36]([O:39]C)=[CH:35][CH:34]=1)=[O:32])(=O)[CH2:15][CH2:16][CH2:17][CH3:18].Cl. (7) Reactant: [NH2:1][C:2]1[N:32]([CH2:33][C:34]([OH:37])([CH3:36])[CH3:35])[C:6]2[N:7]=[C:8]([NH:11][C:12]3[CH:17]=[CH:16][C:15]([CH:18]4[CH2:23][CH2:22][N:21]([CH2:24][CH2:25][C:26]([F:29])([F:28])[F:27])[CH2:20][CH2:19]4)=[CH:14][C:13]=3[O:30][CH3:31])[N:9]=[CH:10][C:5]=2[C:4](=[O:38])[C:3]=1[C:39]([NH2:41])=[O:40].[ClH:42].CCOCC. Product: [ClH:42].[NH2:1][C:2]1[N:32]([CH2:33][C:34]([OH:37])([CH3:36])[CH3:35])[C:6]2[N:7]=[C:8]([NH:11][C:12]3[CH:17]=[CH:16][C:15]([CH:18]4[CH2:23][CH2:22][N:21]([CH2:24][CH2:25][C:26]([F:27])([F:28])[F:29])[CH2:20][CH2:19]4)=[CH:14][C:13]=3[O:30][CH3:31])[N:9]=[CH:10][C:5]=2[C:4](=[O:38])[C:3]=1[C:39]([NH2:41])=[O:40]. The catalyst class is: 71.